This data is from Peptide-MHC class II binding affinity with 134,281 pairs from IEDB. The task is: Regression. Given a peptide amino acid sequence and an MHC pseudo amino acid sequence, predict their binding affinity value. This is MHC class II binding data. (1) The peptide sequence is FNIQYVNYWFAPGAA. The MHC is HLA-DQA10101-DQB10501 with pseudo-sequence HLA-DQA10101-DQB10501. The binding affinity (normalized) is 0.604. (2) The peptide sequence is DYVRMWVQAATVMSA. The MHC is HLA-DQA10101-DQB10501 with pseudo-sequence HLA-DQA10101-DQB10501. The binding affinity (normalized) is 0.443.